From a dataset of Reaction yield outcomes from USPTO patents with 853,638 reactions. Predict the reaction yield, written as a fraction of the theoretical maximum amount of product (1.0 means a 100% yield; for example, 0.34 means a 34% yield). (1) The reactants are [F:1][CH:2]([F:22])[C:3]1[NH:7][C:6]2[C:8]([C:18]([O:20][CH3:21])=[O:19])=[CH:9][C:10]([N:12]3[CH2:17][CH2:16][O:15][CH2:14][CH2:13]3)=[CH:11][C:5]=2[N:4]=1.C([O-])([O-])=O.[K+].[K+].Br[CH2:30][C:31]1[CH:36]=[CH:35][CH:34]=[C:33]([Cl:37])[C:32]=1[Cl:38]. The catalyst is CN(C=O)C. The product is [Cl:38][C:32]1[C:33]([Cl:37])=[CH:34][CH:35]=[CH:36][C:31]=1[CH2:30][N:4]1[C:5]2[CH:11]=[C:10]([N:12]3[CH2:17][CH2:16][O:15][CH2:14][CH2:13]3)[CH:9]=[C:8]([C:18]([O:20][CH3:21])=[O:19])[C:6]=2[N:7]=[C:3]1[CH:2]([F:1])[F:22]. The yield is 0.930. (2) The reactants are [S:1]1[CH:5]=[CH:4][CH:3]=[C:2]1[C:6]1[S:7][CH:8]=[CH:9][CH:10]=1.Cl[C:12]([CH3:15])([CH3:14])[CH3:13].[Cl-].[Al+3].[Cl-].[Cl-].O. The catalyst is C(Cl)Cl. The product is [C:12]([C:5]1[S:1][C:2]([C:6]2[S:7][CH:8]=[CH:9][CH:10]=2)=[CH:3][CH:4]=1)([CH3:15])([CH3:14])[CH3:13]. The yield is 0.990. (3) The reactants are [O-]CC.[Na+].[CH2:5]([N:12]1[C:16]([CH:17]=O)=[CH:15][C:14]([N:19]([CH3:28])[S:20]([C:23]2[S:24][CH:25]=[CH:26][CH:27]=2)(=[O:22])=[O:21])=[CH:13]1)[C:6]1[CH:11]=[CH:10][CH:9]=[CH:8][CH:7]=1.[N:29]([CH2:32][C:33]([O:35][CH2:36][CH3:37])=[O:34])=[N+]=[N-].[Cl-].[NH4+]. The catalyst is C(O)C. The product is [CH2:5]([N:12]1[C:16]2[CH:17]=[C:32]([C:33]([O:35][CH2:36][CH3:37])=[O:34])[NH:29][C:15]=2[C:14]([N:19]([CH3:28])[S:20]([C:23]2[S:24][CH:25]=[CH:26][CH:27]=2)(=[O:22])=[O:21])=[CH:13]1)[C:6]1[CH:7]=[CH:8][CH:9]=[CH:10][CH:11]=1. The yield is 0.00100. (4) The reactants are Cl[CH2:2][C:3]1[CH:10]=[CH:9][C:6]([CH2:7][OH:8])=[CH:5][CH:4]=1.[NH:11]1[CH:15]=[CH:14][CH:13]=[N:12]1.C([O-])([O-])=O.[K+].[K+]. The catalyst is CC#N. The product is [OH:8][CH2:7][C:6]1[CH:9]=[CH:10][C:3]([CH2:2][N:11]2[CH:15]=[CH:14][CH:13]=[N:12]2)=[CH:4][CH:5]=1. The yield is 0.610.